Dataset: Forward reaction prediction with 1.9M reactions from USPTO patents (1976-2016). Task: Predict the product of the given reaction. (1) Given the reactants [F:1][C:2]1[CH:8]=[C:7](Br)[CH:6]=[C:5]([F:10])[C:3]=1[NH2:4].[CH2:11]([O:18][C:19]1[CH:20]=[C:21](B(O)O)[CH:22]=[CH:23][CH:24]=1)[C:12]1[CH:17]=[CH:16][CH:15]=[CH:14][CH:13]=1, predict the reaction product. The product is: [CH2:11]([O:18][C:19]1[CH:24]=[C:23]([C:7]2[CH:8]=[C:2]([F:1])[C:3]([NH2:4])=[C:5]([F:10])[CH:6]=2)[CH:22]=[CH:21][CH:20]=1)[C:12]1[CH:17]=[CH:16][CH:15]=[CH:14][CH:13]=1. (2) Given the reactants Br[C:2]1[CH:3]=[CH:4][C:5]2[CH:10]([CH2:11][CH2:12][OH:13])[O:9][CH2:8][CH2:7][C:6]=2[CH:14]=1.[CH3:15][N:16](C=O)C, predict the reaction product. The product is: [OH:13][CH2:12][CH2:11][CH:10]1[C:5]2[CH:4]=[CH:3][C:2]([C:15]#[N:16])=[CH:14][C:6]=2[CH2:7][CH2:8][O:9]1. (3) Given the reactants [C:1]([N:4]1[C:13]2[C:8](=[CH:9][C:10]([C:14]3[CH:19]=[CH:18][C:17]([CH2:20][C:21]([O:23]CC)=[O:22])=[CH:16][CH:15]=3)=[CH:11][CH:12]=2)[C@H:7]([NH:26][C:27]2[CH:32]=[CH:31][C:30]([C:33]#[N:34])=[CH:29][N:28]=2)[CH2:6][C@@H:5]1[CH3:35])(=[O:3])[CH3:2].[OH-].[Li+], predict the reaction product. The product is: [C:1]([N:4]1[C:13]2[C:8](=[CH:9][C:10]([C:14]3[CH:15]=[CH:16][C:17]([CH2:20][C:21]([OH:23])=[O:22])=[CH:18][CH:19]=3)=[CH:11][CH:12]=2)[C@H:7]([NH:26][C:27]2[CH:32]=[CH:31][C:30]([C:33]#[N:34])=[CH:29][N:28]=2)[CH2:6][C@@H:5]1[CH3:35])(=[O:3])[CH3:2]. (4) Given the reactants [Cl:1][C:2]1[CH:3]=[N:4][CH:5]=[C:6]([Cl:20])[C:7]=1[S:8][C:9]1[S:13][C:12]([C:14]([OH:16])=O)=[CH:11][C:10]=1[N+:17]([O-:19])=[O:18].[CH3:21][C:22]1([CH3:31])[CH2:27][CH:26]([NH2:28])[CH2:25][C:24]([CH3:30])([CH3:29])[NH:23]1, predict the reaction product. The product is: [Cl:20][C:6]1[CH:5]=[N:4][CH:3]=[C:2]([Cl:1])[C:7]=1[S:8][C:9]1[S:13][C:12]([C:14]([NH:28][CH:26]2[CH2:27][C:22]([CH3:31])([CH3:21])[NH:23][C:24]([CH3:30])([CH3:29])[CH2:25]2)=[O:16])=[CH:11][C:10]=1[N+:17]([O-:19])=[O:18].